From a dataset of Reaction yield outcomes from USPTO patents with 853,638 reactions. Predict the reaction yield, written as a fraction of the theoretical maximum amount of product (1.0 means a 100% yield; for example, 0.34 means a 34% yield). (1) The reactants are [CH3:1][O:2][C:3]1[CH:4]=[CH:5][C:6]2[N:10]=[C:9]([CH2:11]O)[NH:8][C:7]=2[CH:13]=1.COC1C=CC2N=CNC=2C=1.[C:25]12([NH2:35])[CH2:34][CH:29]3[CH2:30][CH:31]([CH2:33][CH:27]([CH2:28]3)[CH2:26]1)[CH2:32]2. The catalyst is CS(C)=O. The product is [C:25]12([NH:35][CH2:11][C:9]3[NH:8][C:7]4[CH:13]=[C:3]([O:2][CH3:1])[CH:4]=[CH:5][C:6]=4[N:10]=3)[CH2:32][CH:31]3[CH2:30][CH:29]([CH2:28][CH:27]([CH2:33]3)[CH2:26]1)[CH2:34]2. The yield is 0.370. (2) The reactants are C(OC([N:8]1[CH2:12][CH2:11][C@@H:10]([C:13]2[NH:17][C:16](=[O:18])[S:15][N:14]=2)[CH2:9]1)=O)(C)(C)C.Cl.O1CCOCC1. The catalyst is CO. The product is [NH:8]1[CH2:12][CH2:11][C@@H:10]([C:13]2[NH:17][C:16](=[O:18])[S:15][N:14]=2)[CH2:9]1. The yield is 0.830. (3) The reactants are [CH3:1][O:2][C:3](=[O:16])[CH2:4][S:5][C:6]1[C:11]([CH:12]=O)=[C:10]([Cl:14])[N:9]=[C:8]([NH2:15])[N:7]=1.C([O-])([O-])=O.[K+].[K+].O. The catalyst is O1CCOCC1. The product is [CH3:1][O:2][C:3]([C:4]1[S:5][C:6]2[N:7]=[C:8]([NH2:15])[N:9]=[C:10]([Cl:14])[C:11]=2[CH:12]=1)=[O:16]. The yield is 0.840. (4) The reactants are [Cl:1][C:2]1[CH:7]=[CH:6][C:5]([NH:8][C:9]2[C:10]([C:19]([NH:21][NH2:22])=[O:20])=[CH:11][C:12]3[NH:16][CH:15]=[N:14][C:13]=3[C:17]=2[F:18])=[C:4]([CH3:23])[CH:3]=1.[CH:24](OCC)(OCC)OCC.CC1C=CC(S(O)(=O)=O)=CC=1.O. The catalyst is CCO. The product is [Cl:1][C:2]1[CH:7]=[CH:6][C:5]([NH:8][C:9]2[C:10]([C:19]3[O:20][CH:24]=[N:22][N:21]=3)=[CH:11][C:12]3[NH:16][CH:15]=[N:14][C:13]=3[C:17]=2[F:18])=[C:4]([CH3:23])[CH:3]=1. The yield is 0.730.